From a dataset of TCR-epitope binding with 47,182 pairs between 192 epitopes and 23,139 TCRs. Binary Classification. Given a T-cell receptor sequence (or CDR3 region) and an epitope sequence, predict whether binding occurs between them. The epitope is ELAGIGILTV. The TCR CDR3 sequence is CAVNGLAGPTDTQYF. Result: 0 (the TCR does not bind to the epitope).